Dataset: Catalyst prediction with 721,799 reactions and 888 catalyst types from USPTO. Task: Predict which catalyst facilitates the given reaction. Reactant: [NH2:1][C:2]1[CH:3]=[C:4]([NH:9][S:10]([C:13]2[CH:18]=[CH:17][C:16]([F:19])=[CH:15][CH:14]=2)(=[O:12])=[O:11])[C:5]([Cl:8])=[N:6][CH:7]=1.C[Si]([N-][Si](C)(C)C)(C)C.[Li+].F[C:31]1[C:36]([C:37]2[N:42]=[C:41]([CH3:43])[N:40]=[C:39]([N:44]([CH2:54][C:55]3[CH:60]=[CH:59][C:58]([O:61][CH3:62])=[CH:57][CH:56]=3)[CH2:45][C:46]3[CH:51]=[CH:50][C:49]([O:52][CH3:53])=[CH:48][CH:47]=3)[N:38]=2)=[CH:35][CH:34]=[CH:33][N:32]=1. Product: [CH3:62][O:61][C:58]1[CH:57]=[CH:56][C:55]([CH2:54][N:44]([CH2:45][C:46]2[CH:47]=[CH:48][C:49]([O:52][CH3:53])=[CH:50][CH:51]=2)[C:39]2[N:40]=[C:41]([CH3:43])[N:42]=[C:37]([C:36]3[C:31]([NH:1][C:2]4[CH:3]=[C:4]([NH:9][S:10]([C:13]5[CH:14]=[CH:15][C:16]([F:19])=[CH:17][CH:18]=5)(=[O:11])=[O:12])[C:5]([Cl:8])=[N:6][CH:7]=4)=[N:32][CH:33]=[CH:34][CH:35]=3)[N:38]=2)=[CH:60][CH:59]=1. The catalyst class is: 1.